This data is from Catalyst prediction with 721,799 reactions and 888 catalyst types from USPTO. The task is: Predict which catalyst facilitates the given reaction. (1) Reactant: Br[CH2:2][C:3]([C:5]1[CH:10]=[CH:9][C:8]([F:11])=[C:7]([C:12]([F:15])([F:14])[F:13])[CH:6]=1)=[O:4].[C:16]([O:20][C:21]([N:23]1[CH2:28][CH2:27][CH:26]([C:29]([OH:31])=[O:30])[CH:25]([F:32])[CH2:24]1)=[O:22])([CH3:19])([CH3:18])[CH3:17].C(N(CC)CC)C. Product: [F:11][C:8]1[CH:9]=[CH:10][C:5]([C:3](=[O:4])[CH2:2][O:31][C:29]([CH:26]2[CH2:27][CH2:28][N:23]([C:21]([O:20][C:16]([CH3:18])([CH3:17])[CH3:19])=[O:22])[CH2:24][CH:25]2[F:32])=[O:30])=[CH:6][C:7]=1[C:12]([F:15])([F:14])[F:13]. The catalyst class is: 115. (2) Product: [CH3:1][CH2:2][CH2:3][C@H:4]([NH:8][C@H:9]([C:11]([N:13]1[C@H:21]([C:22]([OH:24])=[O:23])[CH2:20][C@H:19]2[C@@H:14]1[CH2:15][CH2:16][CH2:17][CH2:18]2)=[O:12])[CH3:10])[C:5]([O:7][CH2:25][CH3:26])=[O:6]. Reactant: [CH3:1][CH2:2][CH2:3][C@H:4]([NH:8][C@H:9]([C:11]([N:13]1[C@H:21]([C:22]([O-:24])=[O:23])[CH2:20][C@H:19]2[C@@H:14]1[CH2:15][CH2:16][CH2:17][CH2:18]2)=[O:12])[CH3:10])[C:5]([OH:7])=[O:6].[CH3:25][C:26]([NH3+])(C)C. The catalyst class is: 21. (3) Reactant: [N+:1]([C:4]1[NH:5][CH:6]=[CH:7][N:8]=1)([O-:3])=[O:2].Br[CH2:10][C:11]1[CH:16]=[C:15]([Cl:17])[CH:14]=[C:13]([Cl:18])[CH:12]=1.C([O-])([O-])=O.[Na+].[Na+]. Product: [Cl:17][C:15]1[CH:16]=[C:11]([CH:12]=[C:13]([Cl:18])[CH:14]=1)[CH2:10][N:5]1[CH:6]=[CH:7][N:8]=[C:4]1[N+:1]([O-:3])=[O:2]. The catalyst class is: 197. (4) Reactant: [CH3:1][O:2][C:3]1[N:8]=[CH:7][C:6]([C:9]2[C:10]3[CH:17]=[C:16]([CH2:18][O:19][C:20]4[CH:25]=[CH:24][C:23]([C@@H:26]([C:33]#[C:34][CH3:35])[CH2:27][C:28]([O:30]CC)=[O:29])=[CH:22][CH:21]=4)[CH:15]=[CH:14][C:11]=3[S:12][CH:13]=2)=[C:5]([CH3:36])[CH:4]=1.[Li+].[OH-].Cl. Product: [CH3:1][O:2][C:3]1[N:8]=[CH:7][C:6]([C:9]2[C:10]3[CH:17]=[C:16]([CH2:18][O:19][C:20]4[CH:25]=[CH:24][C:23]([C@@H:26]([C:33]#[C:34][CH3:35])[CH2:27][C:28]([OH:30])=[O:29])=[CH:22][CH:21]=4)[CH:15]=[CH:14][C:11]=3[S:12][CH:13]=2)=[C:5]([CH3:36])[CH:4]=1. The catalyst class is: 14.